From a dataset of Reaction yield outcomes from USPTO patents with 853,638 reactions. Predict the reaction yield, written as a fraction of the theoretical maximum amount of product (1.0 means a 100% yield; for example, 0.34 means a 34% yield). (1) The catalyst is CCO. The reactants are [CH:1](=[C:3]1[CH2:7][N:6]([C:8]([O:10][C:11]([CH3:14])([CH3:13])[CH3:12])=[O:9])[C@H:5]([C:15]([O:17][CH3:18])=[O:16])[CH2:4]1)[CH3:2]. The yield is 0.970. The product is [CH2:1]([CH:3]1[CH2:7][N:6]([C:8]([O:10][C:11]([CH3:14])([CH3:12])[CH3:13])=[O:9])[C@H:5]([C:15]([O:17][CH3:18])=[O:16])[CH2:4]1)[CH3:2]. (2) The reactants are [C:1]([O:5][C:6]([NH:8][C:9]([CH3:26])([CH3:25])[CH2:10][CH2:11][NH:12][C:13]1[CH:21]=[CH:20][C:16]([C:17]([OH:19])=[O:18])=[CH:15][C:14]=1[N+:22]([O-])=O)=[O:7])([CH3:4])([CH3:3])[CH3:2].[H][H]. The catalyst is [Ni].CO. The product is [NH2:22][C:14]1[CH:15]=[C:16]([CH:20]=[CH:21][C:13]=1[NH:12][CH2:11][CH2:10][C:9]([NH:8][C:6]([O:5][C:1]([CH3:4])([CH3:3])[CH3:2])=[O:7])([CH3:26])[CH3:25])[C:17]([OH:19])=[O:18]. The yield is 0.870. (3) The reactants are [OH:1][CH2:2][C@@H:3]1[O:8][CH2:7][C@H:6]2[CH2:9][CH2:10][C:11](=[O:12])[N:5]2[CH2:4]1.C([O-])(O)=[O:14].[Na+].CC1(C)N([O])C(C)(C)CCC1.[Na+].[Br-].ClN1C(=O)N(Cl)C(=O)N(Cl)C1=O. The catalyst is CC(C)=O. The product is [O:12]=[C:11]1[N:5]2[C@@H:6]([CH2:7][O:8][C@@H:3]([C:2]([OH:14])=[O:1])[CH2:4]2)[CH2:9][CH2:10]1. The yield is 0.460. (4) The reactants are [Cl:1][C:2]1[CH:7]=[C:6](Cl)[N:5]=[C:4]([NH2:9])[N:3]=1.[C:10]1(B(O)O)[CH2:16][CH2:15][CH2:14][CH2:13][CH2:12][CH:11]=1.C([O-])([O-])=O.[Na+].[Na+]. The catalyst is C1COCC1. The product is [Cl:1][C:2]1[CH:7]=[C:6]([C:10]2[CH2:16][CH2:15][CH2:14][CH2:13][CH2:12][CH:11]=2)[N:5]=[C:4]([NH2:9])[N:3]=1. The yield is 0.700. (5) The reactants are [NH:1]1[CH2:6][CH2:5][CH:4]([C:7]2[CH:12]=[CH:11][C:10]([NH:13][C:14]([C:16]3[N:17]=[C:18]([C:25]4[CH:30]=[CH:29][CH:28]=[CH:27][CH:26]=4)[O:19][C:20]=3[C:21]([F:24])([F:23])[F:22])=[O:15])=[CH:9][CH:8]=2)[CH2:3][CH2:2]1.[NH:31]1[C:35]([CH2:36][C:37](O)=[O:38])=[N:34][N:33]=[N:32]1.C(N(CC)CC)C.F[P-](F)(F)(F)(F)F.N1(O[P+](N(C)C)(N(C)C)N(C)C)C2C=CC=CC=2N=N1. The catalyst is CN(C=O)C. The product is [NH:31]1[C:35]([CH2:36][C:37]([N:1]2[CH2:6][CH2:5][CH:4]([C:7]3[CH:8]=[CH:9][C:10]([NH:13][C:14]([C:16]4[N:17]=[C:18]([C:25]5[CH:30]=[CH:29][CH:28]=[CH:27][CH:26]=5)[O:19][C:20]=4[C:21]([F:22])([F:23])[F:24])=[O:15])=[CH:11][CH:12]=3)[CH2:3][CH2:2]2)=[O:38])=[N:34][N:33]=[N:32]1. The yield is 0.170. (6) The product is [Cl:1][C:2]1[C:3]([NH:10][CH2:11][C:12]2[C:13]([CH3:21])=[C:14]([O:19][CH3:20])[C:15]([O:18][CH2:33][CH2:34][N:35]3[C:39]([N+:40]([O-:42])=[O:41])=[CH:38][N:37]=[C:36]3[CH3:43])=[CH:16][N:17]=2)=[N:4][C:5]([CH3:9])=[N:6][C:7]=1[CH3:8]. The catalyst is CN(C)C=O. The reactants are [Cl:1][C:2]1[C:3]([NH:10][CH2:11][C:12]2[N:17]=[CH:16][C:15]([OH:18])=[C:14]([O:19][CH3:20])[C:13]=2[CH3:21])=[N:4][C:5]([CH3:9])=[N:6][C:7]=1[CH3:8].C(=O)([O-])[O-].[K+].[K+].CS(O[CH2:33][CH2:34][N:35]1[C:39]([N+:40]([O-:42])=[O:41])=[CH:38][N:37]=[C:36]1[CH3:43])(=O)=O.O. The yield is 0.338. (7) The reactants are Cl[C:2]1[N:7]=[C:6]([NH:8][CH:9]2[CH2:17][CH:16]3[N:12]([CH2:13][CH2:14][CH2:15]3)[C:11]([CH3:19])([CH3:18])[CH2:10]2)[C:5]([F:20])=[CH:4][N:3]=1.[O:21]1[CH2:25][CH2:24][C@H:23]([O:26][C:27]2[CH:34]=[CH:33][C:32]([NH2:35])=[CH:31][C:28]=2[C:29]#[N:30])[CH2:22]1. The catalyst is CC(O)C. The product is [NH3:3].[CH3:22][OH:21].[O:21]1[CH2:25][CH2:24][C@H:23]([O:26][C:27]2[CH:34]=[CH:33][C:32]([NH:35][C:2]3[N:7]=[C:6]([NH:8][CH:9]4[CH2:17][CH:16]5[N:12]([CH2:13][CH2:14][CH2:15]5)[C:11]([CH3:19])([CH3:18])[CH2:10]4)[C:5]([F:20])=[CH:4][N:3]=3)=[CH:31][C:28]=2[C:29]#[N:30])[CH2:22]1. The yield is 0.0100. (8) The reactants are [Cl:1][C:2]1[CH:17]=[CH:16][C:5]([O:6][C:7]2[CH:8]=[C:9]([CH:13]=[CH:14][CH:15]=2)[C:10](Cl)=[O:11])=[C:4]([N+:18]([O-:20])=[O:19])[CH:3]=1.[CH3:21][NH:22][CH3:23].O. The catalyst is C1COCC1. The product is [Cl:1][C:2]1[CH:17]=[CH:16][C:5]([O:6][C:7]2[CH:8]=[C:9]([CH:13]=[CH:14][CH:15]=2)[C:10]([N:22]([CH3:23])[CH3:21])=[O:11])=[C:4]([N+:18]([O-:20])=[O:19])[CH:3]=1. The yield is 0.870.